The task is: Predict the reaction yield, written as a fraction of the theoretical maximum amount of product (1.0 means a 100% yield; for example, 0.34 means a 34% yield).. This data is from Reaction yield outcomes from USPTO patents with 853,638 reactions. (1) The product is [NH2:26][C:12]1[C:11]([CH3:10])=[N:15][C:14]2([C:24]3[C:19](=[CH:20][CH:21]=[C:22]([NH:25][C:7]([C:5]4[S:6][C:2]([CH3:1])=[CH:3][CH:4]=4)=[O:9])[CH:23]=3)[O:18][CH2:17][CH2:16]2)[N:13]=1. The reactants are [CH3:1][C:2]1[S:6][C:5]([C:7]([OH:9])=O)=[CH:4][CH:3]=1.[CH3:10][C:11]1[C:12]([NH2:26])=[N:13][C:14]2([C:24]3[C:19](=[CH:20][CH:21]=[C:22]([NH2:25])[CH:23]=3)[O:18][CH2:17][CH2:16]2)[N:15]=1. The yield is 0.570. No catalyst specified. (2) The reactants are [CH2:1]([O:3][C:4]([C:6]1[O:7][C:8]2[C:13]([C:14](=[O:16])[CH:15]=1)=[CH:12][C:11]([OH:17])=[CH:10][C:9]=2[Br:18])=[O:5])[CH3:2].S(OCC)(O[CH2:23][CH3:24])(=O)=O.C([O-])([O-])=O.[K+].[K+].C(OCC)(=O)C. The catalyst is C1(C)C=CC=CC=1. The product is [CH2:1]([O:3][C:4]([C:6]1[O:7][C:8]2[C:13]([C:14](=[O:16])[CH:15]=1)=[CH:12][C:11]([O:17][CH2:23][CH3:24])=[CH:10][C:9]=2[Br:18])=[O:5])[CH3:2]. The yield is 0.650. (3) The reactants are S(Cl)(Cl)=O.[CH3:5][C:6]([CH3:32])([CH2:11][C:12](=[O:31])[NH:13][C:14]1[CH:15]=[N:16][C:17]([O:20][C:21](=[O:30])[N:22]([CH3:29])[C:23]2[CH:28]=[CH:27][CH:26]=[CH:25][CH:24]=2)=[CH:18][CH:19]=1)[CH2:7][C:8]([OH:10])=O.[CH3:33][N:34]1[CH2:39][CH2:38][NH:37][CH2:36][CH2:35]1. The catalyst is ClCCl.CN(C)C=O. The product is [CH3:5][C:6]([CH3:32])([CH2:7][C:8]([N:37]1[CH2:38][CH2:39][N:34]([CH3:33])[CH2:35][CH2:36]1)=[O:10])[CH2:11][C:12]([NH:13][C:14]1[CH:19]=[CH:18][C:17]([O:20][C:21](=[O:30])[N:22]([CH3:29])[C:23]2[CH:24]=[CH:25][CH:26]=[CH:27][CH:28]=2)=[N:16][CH:15]=1)=[O:31]. The yield is 0.510. (4) The reactants are Cl.[CH3:2][C@H:3]1[O:8][C@@H:7]([C:9]([F:12])([F:11])[F:10])[CH2:6][NH:5][CH2:4]1.C([O-])([O-])=O.[K+].[K+].Br[CH2:20][C:21]1[CH:30]=[C:29]2[C:24]([C:25]([Cl:33])=[CH:26][C:27]([C:31]#[N:32])=[N:28]2)=[CH:23][CH:22]=1. The catalyst is CC#N.O. The product is [Cl:33][C:25]1[C:24]2[C:29](=[CH:30][C:21]([CH2:20][N:5]3[CH2:6][C@H:7]([C:9]([F:10])([F:12])[F:11])[O:8][C@H:3]([CH3:2])[CH2:4]3)=[CH:22][CH:23]=2)[N:28]=[C:27]([C:31]#[N:32])[CH:26]=1. The yield is 0.960. (5) The reactants are Cl[C:2]1[C:3]2[CH:10]([CH3:11])[CH2:9][N:8](CC3C=CC(OC)=CC=3)[C:4]=2[N:5]=[CH:6][N:7]=1.[C:21]([N:28]1[CH2:33][CH2:32][NH:31][CH2:30][CH2:29]1)([O:23][C:24]([CH3:27])([CH3:26])[CH3:25])=[O:22].C(O[K])(C)(C)C.C(OCC)(=O)C. The catalyst is CN1C(=O)CCC1. The product is [C:24]([O:23][C:21]([N:28]1[CH2:33][CH2:32][N:31]([C:2]2[C:3]3[CH:10]([CH3:11])[CH2:9][NH:8][C:4]=3[N:5]=[CH:6][N:7]=2)[CH2:30][CH2:29]1)=[O:22])([CH3:27])([CH3:25])[CH3:26]. The yield is 0.360. (6) The reactants are [CH2:1]([S:8][C:9]1[N:14]=[C:13]([C:15]([NH:17][CH2:18][CH:19]2[CH2:24][CH2:23][O:22][CH2:21][CH2:20]2)=[O:16])[C:12]([NH:25][C:26]([C:28]2[C:37]3[C:32](=[CH:33][CH:34]=[CH:35][CH:36]=3)[C:31]([CH2:38][O:39][CH3:40])=[CH:30][CH:29]=2)=[O:27])=[CH:11][CH:10]=1)[C:2]1[CH:7]=[CH:6][CH:5]=[CH:4][CH:3]=1.ClC1C=CC=C(C(OO)=[O:49])C=1.[OH2:52]. The catalyst is C(Cl)Cl.C(Cl)(Cl)Cl. The product is [CH2:1]([S:8]([C:9]1[N:14]=[C:13]([C:15]([NH:17][CH2:18][CH:19]2[CH2:24][CH2:23][O:22][CH2:21][CH2:20]2)=[O:16])[C:12]([NH:25][C:26]([C:28]2[C:37]3[C:32](=[CH:33][CH:34]=[CH:35][CH:36]=3)[C:31]([CH2:38][O:39][CH3:40])=[CH:30][CH:29]=2)=[O:27])=[CH:11][CH:10]=1)=[O:49])[C:2]1[CH:3]=[CH:4][CH:5]=[CH:6][CH:7]=1.[CH2:1]([S:8]([C:9]1[N:14]=[C:13]([C:15]([NH:17][CH2:18][CH:19]2[CH2:24][CH2:23][O:22][CH2:21][CH2:20]2)=[O:16])[C:12]([NH:25][C:26]([C:28]2[C:37]3[C:32](=[CH:33][CH:34]=[CH:35][CH:36]=3)[C:31]([CH2:38][O:39][CH3:40])=[CH:30][CH:29]=2)=[O:27])=[CH:11][CH:10]=1)(=[O:49])=[O:52])[C:2]1[CH:3]=[CH:4][CH:5]=[CH:6][CH:7]=1. The yield is 0.510.